Predict which catalyst facilitates the given reaction. From a dataset of Catalyst prediction with 721,799 reactions and 888 catalyst types from USPTO. (1) Reactant: C(OC(=O)[NH:7][C:8]1[CH:13]=[CH:12][C:11]([C:14]([F:17])([F:16])[F:15])=[CH:10][C:9]=1[NH:18][C:19](=[O:40])[CH2:20][C:21](=O)[C:22]1[CH:27]=[CH:26][CH:25]=[C:24]([C:28]2[CH:33]=[CH:32][N:31]=[C:30]([N:34]3[CH2:38][CH2:37][CH2:36][CH2:35]3)[CH:29]=2)[CH:23]=1)(C)(C)C.C(O)(C(F)(F)F)=O. Product: [N:34]1([C:30]2[CH:29]=[C:28]([C:24]3[CH:23]=[C:22]([C:21]4[CH2:20][C:19](=[O:40])[NH:18][C:9]5[CH:10]=[C:11]([C:14]([F:17])([F:15])[F:16])[CH:12]=[CH:13][C:8]=5[N:7]=4)[CH:27]=[CH:26][CH:25]=3)[CH:33]=[CH:32][N:31]=2)[CH2:35][CH2:36][CH2:37][CH2:38]1. The catalyst class is: 2. (2) Reactant: [CH3:1][C:2]1[CH:7]=[C:6](/[CH:8]=[CH:9]/[N+:10]([O-])=O)[CH:5]=[CH:4][C:3]=1[O:13][CH3:14].B.Cl. Product: [CH3:14][O:13][C:3]1[CH:4]=[CH:5][C:6]([CH2:8][CH2:9][NH2:10])=[CH:7][C:2]=1[CH3:1]. The catalyst class is: 1. (3) Reactant: [N-:1]=[N+:2]=[N-:3].[Na+].Cl/[C:6](=[N:11]\[C:12]1[CH:17]=[C:16]([N+:18]([O-:20])=[O:19])[CH:15]=[CH:14][C:13]=1[CH:21]1[CH2:23][CH2:22]1)/[C:7]([F:10])([F:9])[F:8]. Product: [CH:21]1([C:13]2[CH:14]=[CH:15][C:16]([N+:18]([O-:20])=[O:19])=[CH:17][C:12]=2[N:11]2[C:6]([C:7]([F:10])([F:9])[F:8])=[N:3][N:2]=[N:1]2)[CH2:23][CH2:22]1. The catalyst class is: 10. (4) Reactant: [Cl:1][C:2]1[CH:3]=[CH:4][C:5]([CH2:8][O:9][C:10]2[CH:15]=[CH:14][NH:13][C:12](=[O:16])[CH:11]=2)=[N:6][CH:7]=1.Br[C:18]1[CH:19]=[CH:20][C:21]([N:24]2[CH2:28][CH2:27][CH:26]([N:29]([CH3:33])[CH:30]([CH3:32])[CH3:31])[CH2:25]2)=[N:22][CH:23]=1.[C@@H]1(N)CCCC[C@H]1N.[Na+].[I-].C([O-])([O-])=O.[K+].[K+]. Product: [Cl:1][C:2]1[CH:3]=[CH:4][C:5]([CH2:8][O:9][C:10]2[CH:15]=[CH:14][N:13]([C:18]3[CH:23]=[N:22][C:21]([N:24]4[CH2:28][CH2:27][CH:26]([N:29]([CH3:33])[CH:30]([CH3:31])[CH3:32])[CH2:25]4)=[CH:20][CH:19]=3)[C:12](=[O:16])[CH:11]=2)=[N:6][CH:7]=1. The catalyst class is: 185. (5) Reactant: [CH3:1][CH:2]1[C:7](=[O:8])[CH2:6][CH2:5][CH:4]([C:9]([O:11][CH2:12][CH3:13])=[O:10])[CH2:3]1.[Li+].CC([N-]C(C)C)C.C1(N([S:29]([C:32]([F:35])([F:34])[F:33])(=[O:31])=[O:30])[S:29]([C:32]([F:35])([F:34])[F:33])(=[O:31])=[O:30])C=CC=CC=1.CC(=O)OCC. Product: [CH3:1][CH:2]1[CH2:3][CH:4]([C:9]([O:11][CH2:12][CH3:13])=[O:10])[CH2:5][CH:6]=[C:7]1[O:8][S:29]([C:32]([F:35])([F:34])[F:33])(=[O:31])=[O:30]. The catalyst class is: 1.